Dataset: Full USPTO retrosynthesis dataset with 1.9M reactions from patents (1976-2016). Task: Predict the reactants needed to synthesize the given product. The reactants are: [C:1]([O:5][C:6]([NH:8][C@@H:9]([CH3:19])[C:10](=[O:18])SC1C=CC=CC=1)=[O:7])([CH3:4])([CH3:3])[CH3:2].[CH:20](/B(O)O)=[CH:21]\[CH2:22][CH2:23][CH2:24][CH2:25][CH2:26][CH2:27][CH2:28][CH2:29][CH2:30][CH2:31][CH2:32][CH2:33][CH3:34].P(OCC)(OCC)OCC. Given the product [O:18]=[C:10](/[CH:20]=[CH:21]/[CH2:22][CH2:23][CH2:24][CH2:25][CH2:26][CH2:27][CH2:28][CH2:29][CH2:30][CH2:31][CH2:32][CH2:33][CH3:34])[C@@H:9]([NH:8][C:6](=[O:7])[O:5][C:1]([CH3:2])([CH3:3])[CH3:4])[CH3:19], predict the reactants needed to synthesize it.